Dataset: Full USPTO retrosynthesis dataset with 1.9M reactions from patents (1976-2016). Task: Predict the reactants needed to synthesize the given product. (1) Given the product [Cl:41][C:42]1[CH:43]=[C:44]2[C:49](=[CH:50][CH:51]=1)[CH:48]=[C:47]([S:52]([CH2:55][C@@H:56]1[CH2:60][CH2:59][CH2:58][N:57]1[C:22]([NH:19][CH:11]1[CH2:10][CH2:9][N:8]([C:6]([O:5][C:1]([CH3:2])([CH3:3])[CH3:4])=[O:7])[CH2:13][CH2:12]1)=[O:31])(=[O:53])=[O:54])[CH:46]=[CH:45]2, predict the reactants needed to synthesize it. The reactants are: [C:1]([O:5][C:6]([N:8]1[CH2:13][CH2:12][CH:11](C(O)=O)[CH2:10][CH2:9]1)=[O:7])([CH3:4])([CH3:3])[CH3:2].C([N:19]([CH2:22]C)CC)C.C1(P(N=[N+]=[N-])(C2C=CC=CC=2)=[O:31])C=CC=CC=1.[Cl:41][C:42]1[CH:43]=[C:44]2[C:49](=[CH:50][CH:51]=1)[CH:48]=[C:47]([S:52]([CH2:55][C@@H:56]1[CH2:60][CH2:59][CH2:58][NH:57]1)(=[O:54])=[O:53])[CH:46]=[CH:45]2. (2) Given the product [C:1]1([C:7]2[NH:13][C:12](=[S:11])[O:9][CH:8]=2)[CH:6]=[CH:5][CH:4]=[CH:3][CH:2]=1, predict the reactants needed to synthesize it. The reactants are: [C:1]1([C:7](=O)[CH2:8][OH:9])[CH:6]=[CH:5][CH:4]=[CH:3][CH:2]=1.[S-:11][C:12]#[N:13].[K+]. (3) Given the product [CH3:1][NH:2][C@H:3]([C:15]([NH:34][C@H:33]([C:32]([N:31]([C@@H:27]([CH:28]([CH3:29])[CH3:30])/[CH:26]=[C:20](\[CH3:19])/[C:21]([O:23][CH2:24][CH3:25])=[O:22])[CH3:40])=[O:39])[C:35]([CH3:37])([CH3:38])[CH3:36])=[O:17])[C:4]([CH3:13])([CH3:14])[C:5]1[CH:6]=[C:7]([CH3:12])[CH:8]=[C:9]([CH3:11])[CH:10]=1.[CH3:1][NH:2][C@@H:3]([C:15]([NH:34][C@H:33]([C:32]([N:31]([C@@H:27]([CH:28]([CH3:30])[CH3:29])/[CH:26]=[C:20](\[CH3:19])/[C:21]([O:23][CH2:24][CH3:25])=[O:22])[CH3:40])=[O:39])[C:35]([CH3:37])([CH3:36])[CH3:38])=[O:16])[C:4]([CH3:13])([CH3:14])[C:5]1[CH:6]=[C:7]([CH3:12])[CH:8]=[C:9]([CH3:11])[CH:10]=1, predict the reactants needed to synthesize it. The reactants are: [CH3:1][NH:2][C@H:3]([C:15]([OH:17])=[O:16])[C:4]([CH3:14])([CH3:13])[C:5]1[CH:10]=[C:9]([CH3:11])[CH:8]=[C:7]([CH3:12])[CH:6]=1.Cl.[CH3:19]/[C:20](=[CH:26]\[C@@H:27]([N:31]([CH3:40])[C:32](=[O:39])[C@H:33]([C:35]([CH3:38])([CH3:37])[CH3:36])[NH2:34])[CH:28]([CH3:30])[CH3:29])/[C:21]([O:23][CH2:24][CH3:25])=[O:22].Cl.CN(C)CCCN=C=NCC.CN1CCOCC1. (4) Given the product [CH:1]1([N:4]2[C:12]3[CH:11]=[C:10]([N:13]([C:14]4[CH:19]=[CH:18][CH:17]=[CH:16][C:15]=4[CH2:20][CH3:21])[CH3:25])[N:9]=[CH:8][C:7]=3[N:6]=[CH:5]2)[CH2:3][CH2:2]1, predict the reactants needed to synthesize it. The reactants are: [CH:1]1([N:4]2[C:12]3[CH:11]=[C:10]([NH:13][C:14]4[CH:19]=[CH:18][CH:17]=[CH:16][C:15]=4[CH2:20][CH3:21])[N:9]=[CH:8][C:7]=3[N:6]=[CH:5]2)[CH2:3][CH2:2]1.[H-].[Na+].I[CH3:25]. (5) Given the product [NH2:34][CH:2]1[CH2:3][CH2:4][N:5]([C:8]2[CH:13]=[CH:12][C:11]([N:14]3[CH2:18][C@H:17]([CH2:19][O:20][C:21]4[CH:25]=[CH:24][O:23][N:22]=4)[O:16][C:15]3=[O:26])=[CH:10][C:9]=2[F:27])[CH2:6][CH2:7]1, predict the reactants needed to synthesize it. The reactants are: O=[C:2]1[CH2:7][CH2:6][N:5]([C:8]2[CH:13]=[CH:12][C:11]([N:14]3[CH2:18][C@H:17]([CH2:19][O:20][C:21]4[CH:25]=[CH:24][O:23][N:22]=4)[O:16][C:15]3=[O:26])=[CH:10][C:9]=2[F:27])[CH2:4][CH2:3]1.C([O-])(=O)C.[NH4+].C([BH3-])#[N:34].[Na+].Cl. (6) Given the product [CH3:1][O:2][C:3]1[CH:4]=[C:5]2[C:10](=[CH:11][C:12]=1[O:13][CH3:14])[N:9]=[CH:8][CH:7]=[C:6]2[O:15][C:16]1[C:22]([CH3:23])=[CH:21][C:19]([NH:20][C:29](=[O:35])[O:28][CH:26]2[CH2:39][CH2:40][C:41]3[C:46](=[CH:45][CH:44]=[CH:43][CH:42]=3)[CH2:37]2)=[C:18]([CH3:24])[CH:17]=1, predict the reactants needed to synthesize it. The reactants are: [CH3:1][O:2][C:3]1[CH:4]=[C:5]2[C:10](=[CH:11][C:12]=1[O:13][CH3:14])[N:9]=[CH:8][CH:7]=[C:6]2[O:15][C:16]1[C:22]([CH3:23])=[CH:21][C:19]([NH2:20])=[C:18]([CH3:24])[CH:17]=1.Cl[C:26](Cl)([O:28][C:29](=[O:35])OC(Cl)(Cl)Cl)Cl.[CH2:37]1[C:46]2[C:41](=[CH:42][CH:43]=[CH:44][CH:45]=2)[CH2:40][CH2:39]C1O.C(=O)(O)[O-].[Na+]. (7) Given the product [NH2:17][C:16]1[C:9]2[C:10](=[N:11][C:12]3[CH2:13][CH2:14][CH:5]([C:1]([CH3:4])([CH3:2])[CH3:3])[CH2:6][C:7]=3[CH:8]=2)[S:15][C:19]=1[C:20]([NH2:22])=[O:21], predict the reactants needed to synthesize it. The reactants are: [C:1]([CH:5]1[CH2:14][CH2:13][C:12]2[N:11]=[C:10]([SH:15])[C:9]([C:16]#[N:17])=[CH:8][C:7]=2[CH2:6]1)([CH3:4])([CH3:3])[CH3:2].Br[CH2:19][C:20]([NH2:22])=[O:21].[OH-].[K+].O.